Dataset: Catalyst prediction with 721,799 reactions and 888 catalyst types from USPTO. Task: Predict which catalyst facilitates the given reaction. (1) Reactant: [ClH:1].[CH3:2][NH:3][C:4]([C:6]1[CH:11]=[CH:10][CH:9]=[CH:8][C:7]=1[C:12]1[CH:17]=[CH:16][C:15]([CH2:18][C@H:19]([NH:34][C:35]([C@H:37]2[CH2:42][CH2:41][C@H:40]([CH2:43][NH:44]C(=O)OC(C)(C)C)[CH2:39][CH2:38]2)=[O:36])[C:20](=[O:33])[NH:21][C:22]2[CH:27]=[CH:26][C:25]([C:28]3[N:29]=[N:30][NH:31][N:32]=3)=[CH:24][CH:23]=2)=[CH:14][CH:13]=1)=[O:5]. Product: [ClH:1].[NH2:44][CH2:43][C@H:40]1[CH2:39][CH2:38][C@H:37]([C:35]([NH:34][C@H:19]([C:20](=[O:33])[NH:21][C:22]2[CH:23]=[CH:24][C:25]([C:28]3[N:29]=[N:30][NH:31][N:32]=3)=[CH:26][CH:27]=2)[CH2:18][C:15]2[CH:14]=[CH:13][C:12]([C:7]3[C:6]([C:4]([NH:3][CH3:2])=[O:5])=[CH:11][CH:10]=[CH:9][CH:8]=3)=[CH:17][CH:16]=2)=[O:36])[CH2:42][CH2:41]1. The catalyst class is: 12. (2) Reactant: [Cl-].[Cl:2][C:3]1[CH:8]=[CH:7][C:6]([C@@:9]2([OH:23])[CH2:14][CH2:13][N:12]([C:15](=[O:20])[C@H:16]([NH3+:19])[CH2:17][CH3:18])[CH2:11][C:10]2([CH3:22])[CH3:21])=[CH:5][CH:4]=1.Cl[C:25]([C:27]1[CH:28]=[C:29]([CH:34]=[CH:35][CH:36]=1)[C:30]([O:32][CH3:33])=[O:31])=[O:26]. Product: [Cl:2][C:3]1[CH:4]=[CH:5][C:6]([C@@:9]2([OH:23])[CH2:14][CH2:13][N:12]([C:15](=[O:20])[C@H:16]([NH:19][C:25]([C:27]3[CH:28]=[C:29]([CH:34]=[CH:35][CH:36]=3)[C:30]([O:32][CH3:33])=[O:31])=[O:26])[CH2:17][CH3:18])[CH2:11][C:10]2([CH3:22])[CH3:21])=[CH:7][CH:8]=1. The catalyst class is: 1. (3) Reactant: [Cl:1][C:2]1[C:3]([F:31])=[C:4]([CH:28]=[CH:29][CH:30]=1)[C:5]([N:7]1[CH2:12][CH2:11][N:10]([CH2:13][C:14]2[CH:15]=[C:16]([CH:19]=[C:20]([NH:22][C:23]3[S:24][CH:25]=[CH:26][N:27]=3)[N:21]=2)[C:17]#[N:18])[CH2:9][CH2:8]1)=[O:6].[N-:32]=[N+:33]=[N-:34].[Na+].Cl.C(N(CC)CC)C. Product: [Cl:1][C:2]1[C:3]([F:31])=[C:4]([CH:28]=[CH:29][CH:30]=1)[C:5]([N:7]1[CH2:12][CH2:11][N:10]([CH2:13][C:14]2[N:21]=[C:20]([NH:22][C:23]3[S:24][CH:25]=[CH:26][N:27]=3)[CH:19]=[C:16]([C:17]3[N:32]=[N:33][NH:34][N:18]=3)[CH:15]=2)[CH2:9][CH2:8]1)=[O:6]. The catalyst class is: 9.